Dataset: Forward reaction prediction with 1.9M reactions from USPTO patents (1976-2016). Task: Predict the product of the given reaction. Given the reactants Br[CH2:2][CH2:3][CH2:4][N:5]1[C:9]2[C:10]([F:14])=[CH:11][CH:12]=[CH:13][C:8]=2[N:7]([C:15]2[CH:20]=[CH:19][CH:18]=[CH:17][C:16]=2[F:21])[S:6]1(=[O:23])=[O:22].[CH3:24][NH2:25].[ClH:26], predict the reaction product. The product is: [ClH:26].[F:14][C:10]1[C:9]2[N:5]([CH2:4][CH2:3][CH2:2][NH:25][CH3:24])[S:6](=[O:23])(=[O:22])[N:7]([C:15]3[CH:20]=[CH:19][CH:18]=[CH:17][C:16]=3[F:21])[C:8]=2[CH:13]=[CH:12][CH:11]=1.